Dataset: NCI-60 drug combinations with 297,098 pairs across 59 cell lines. Task: Regression. Given two drug SMILES strings and cell line genomic features, predict the synergy score measuring deviation from expected non-interaction effect. (1) Drug 1: CN1CCC(CC1)COC2=C(C=C3C(=C2)N=CN=C3NC4=C(C=C(C=C4)Br)F)OC. Drug 2: CC1=C(C=C(C=C1)NC2=NC=CC(=N2)N(C)C3=CC4=NN(C(=C4C=C3)C)C)S(=O)(=O)N.Cl. Cell line: MOLT-4. Synergy scores: CSS=13.4, Synergy_ZIP=-3.83, Synergy_Bliss=4.36, Synergy_Loewe=3.51, Synergy_HSA=4.10. (2) Drug 1: CCC1=CC2CC(C3=C(CN(C2)C1)C4=CC=CC=C4N3)(C5=C(C=C6C(=C5)C78CCN9C7C(C=CC9)(C(C(C8N6C)(C(=O)OC)O)OC(=O)C)CC)OC)C(=O)OC.C(C(C(=O)O)O)(C(=O)O)O. Drug 2: CC1C(C(CC(O1)OC2CC(CC3=C2C(=C4C(=C3O)C(=O)C5=C(C4=O)C(=CC=C5)OC)O)(C(=O)C)O)N)O.Cl. Cell line: SF-268. Synergy scores: CSS=35.8, Synergy_ZIP=-0.663, Synergy_Bliss=4.33, Synergy_Loewe=-3.86, Synergy_HSA=4.58. (3) Drug 1: CC12CCC3C(C1CCC2=O)CC(=C)C4=CC(=O)C=CC34C. Synergy scores: CSS=26.6, Synergy_ZIP=0.920, Synergy_Bliss=2.66, Synergy_Loewe=-2.00, Synergy_HSA=2.20. Drug 2: CN(CCCl)CCCl.Cl. Cell line: HCT116. (4) Drug 1: CCC1=CC2CC(C3=C(CN(C2)C1)C4=CC=CC=C4N3)(C5=C(C=C6C(=C5)C78CCN9C7C(C=CC9)(C(C(C8N6C)(C(=O)OC)O)OC(=O)C)CC)OC)C(=O)OC.C(C(C(=O)O)O)(C(=O)O)O. Drug 2: CCCCCOC(=O)NC1=NC(=O)N(C=C1F)C2C(C(C(O2)C)O)O. Cell line: NCI-H226. Synergy scores: CSS=44.9, Synergy_ZIP=1.71, Synergy_Bliss=3.29, Synergy_Loewe=-24.5, Synergy_HSA=3.48. (5) Drug 1: CC1=CC2C(CCC3(C2CCC3(C(=O)C)OC(=O)C)C)C4(C1=CC(=O)CC4)C. Drug 2: C1=NC2=C(N=C(N=C2N1C3C(C(C(O3)CO)O)O)F)N. Cell line: K-562. Synergy scores: CSS=-2.39, Synergy_ZIP=-1.15, Synergy_Bliss=-6.70, Synergy_Loewe=-9.12, Synergy_HSA=-8.00.